Dataset: Full USPTO retrosynthesis dataset with 1.9M reactions from patents (1976-2016). Task: Predict the reactants needed to synthesize the given product. (1) Given the product [CH3:9][O:10][C:11]1[CH:26]=[CH:25][C:14]([C:15]([C:17]2[CH:22]=[CH:21][C:20]([O:23][CH3:24])=[CH:19][CH:18]=2)=[CH2:4])=[CH:13][CH:12]=1, predict the reactants needed to synthesize it. The reactants are: C[Mg]Br.[CH2:4](OCC)C.[CH3:9][O:10][C:11]1[CH:26]=[CH:25][C:14]([C:15]([C:17]2[CH:22]=[CH:21][C:20]([O:23][CH3:24])=[CH:19][CH:18]=2)=O)=[CH:13][CH:12]=1. (2) Given the product [Br:1][C:2]1[CH:3]=[CH:4][C:5]([Cl:21])=[C:6]([CH2:8][C:10]2[CH:15]=[CH:14][C:13]([O:16][CH2:17][CH3:18])=[C:12]([F:19])[C:11]=2[F:20])[CH:7]=1, predict the reactants needed to synthesize it. The reactants are: [Br:1][C:2]1[CH:3]=[CH:4][C:5]([Cl:21])=[C:6]([C:8]([C:10]2[CH:15]=[CH:14][C:13]([O:16][CH2:17][CH3:18])=[C:12]([F:19])[C:11]=2[F:20])=O)[CH:7]=1.B(F)(F)F.CCOCC.C(=O)(O)[O-].[Na+]. (3) Given the product [Cl:2][C:3]1[CH:14]=[C:13]2[C:6](=[CH:5][CH:4]=1)[NH:7][C:8]1[CH:23]([C:15]3[CH:20]=[CH:19][C:18]([CH3:21])=[CH:17][CH:16]=3)[NH:12][CH2:11][CH2:10][C:9]2=1, predict the reactants needed to synthesize it. The reactants are: Cl.[Cl:2][C:3]1[CH:14]=[C:13]2[C:6]([NH:7][CH:8]=[C:9]2[CH2:10][CH2:11][NH2:12])=[CH:5][CH:4]=1.[C:15]1([CH3:23])[CH:20]=[CH:19][C:18]([CH:21]=O)=[CH:17][CH:16]=1. (4) Given the product [C:12]([C:16]1[CH:17]=[CH:18][C:19]([CH:20]([N:21]([CH3:23])[CH3:22])[C:4]2[C:5]3[C:10](=[CH:9][CH:8]=[CH:7][CH:6]=3)[N:2]([CH3:1])[CH:3]=2)=[CH:24][CH:25]=1)([CH3:15])([CH3:13])[CH3:14], predict the reactants needed to synthesize it. The reactants are: [CH3:1][N:2]1[C:10]2[C:5](=[CH:6][CH:7]=[CH:8][CH:9]=2)[CH:4]=[CH:3]1.[Cl-].[C:12]([C:16]1[CH:25]=[CH:24][C:19]([CH:20]=[N+:21]([CH3:23])[CH3:22])=[CH:18][CH:17]=1)([CH3:15])([CH3:14])[CH3:13].C(C1C=CC(C=O)=CC=1)(C)(C)C.CNC. (5) Given the product [Cl:25][C:22]1[CH:23]=[CH:24][C:19]([N:18]2[C:13]3=[N:14][CH:15]=[CH:16][CH:17]=[C:12]3[N:11]=[C:10]2[C@@H:8]([NH2:7])[CH3:9])=[CH:20][CH:21]=1, predict the reactants needed to synthesize it. The reactants are: C(OC(=O)[NH:7][C@H:8]([C:10]1[N:18]([C:19]2[CH:24]=[CH:23][C:22]([Cl:25])=[CH:21][CH:20]=2)[C:13]2=[N:14][CH:15]=[CH:16][CH:17]=[C:12]2[N:11]=1)[CH3:9])(C)(C)C.C(O)(C(F)(F)F)=O. (6) Given the product [CH3:15][S:14][C:8]1[CH:13]=[CH:12][C:11]([C:1](=[O:7])[CH2:2][CH2:3][C:4]([OH:6])=[O:5])=[CH:10][CH:9]=1, predict the reactants needed to synthesize it. The reactants are: [C:1]1(=[O:7])[O:6][C:4](=[O:5])[CH2:3][CH2:2]1.[C:8]1([S:14][CH3:15])[CH:13]=[CH:12][CH:11]=[CH:10][CH:9]=1.[Cl-].[Cl-].[Cl-].[Al+3].Cl. (7) Given the product [ClH:1].[C:25]([NH:29][CH2:16][C:13]1[C:14]([OH:15])=[C:9]([C:4]2[CH:5]=[CH:6][C:7]([Cl:8])=[C:2]([Cl:1])[CH:3]=2)[CH:10]=[C:11]([C:18]2[CH:23]=[CH:22][C:21]([Cl:24])=[CH:20][CH:19]=2)[CH:12]=1)([CH3:28])([CH3:27])[CH3:26], predict the reactants needed to synthesize it. The reactants are: [Cl:1][C:2]1[CH:3]=[C:4]([C:9]2[C:14]([OH:15])=[C:13]([CH:16]=O)[CH:12]=[C:11]([C:18]3[CH:23]=[CH:22][C:21]([Cl:24])=[CH:20][CH:19]=3)[CH:10]=2)[CH:5]=[CH:6][C:7]=1[Cl:8].[C:25]([NH2:29])([CH3:28])([CH3:27])[CH3:26].